From a dataset of NCI-60 drug combinations with 297,098 pairs across 59 cell lines. Regression. Given two drug SMILES strings and cell line genomic features, predict the synergy score measuring deviation from expected non-interaction effect. (1) Drug 1: CNC(=O)C1=NC=CC(=C1)OC2=CC=C(C=C2)NC(=O)NC3=CC(=C(C=C3)Cl)C(F)(F)F. Drug 2: C1=CC=C(C(=C1)C(C2=CC=C(C=C2)Cl)C(Cl)Cl)Cl. Cell line: MOLT-4. Synergy scores: CSS=3.82, Synergy_ZIP=7.78, Synergy_Bliss=8.16, Synergy_Loewe=4.81, Synergy_HSA=5.71. (2) Drug 1: C1CCN(CC1)CCOC2=CC=C(C=C2)C(=O)C3=C(SC4=C3C=CC(=C4)O)C5=CC=C(C=C5)O. Drug 2: C#CCC(CC1=CN=C2C(=N1)C(=NC(=N2)N)N)C3=CC=C(C=C3)C(=O)NC(CCC(=O)O)C(=O)O. Cell line: HT29. Synergy scores: CSS=-1.70, Synergy_ZIP=2.10, Synergy_Bliss=2.79, Synergy_Loewe=-4.62, Synergy_HSA=-4.62. (3) Drug 2: C1=CC=C(C=C1)NC(=O)CCCCCCC(=O)NO. Drug 1: C1CN1P(=S)(N2CC2)N3CC3. Synergy scores: CSS=38.3, Synergy_ZIP=-3.64, Synergy_Bliss=7.19, Synergy_Loewe=11.8, Synergy_HSA=12.8. Cell line: MDA-MB-231. (4) Drug 1: CC1=C2C(C(=O)C3(C(CC4C(C3C(C(C2(C)C)(CC1OC(=O)C(C(C5=CC=CC=C5)NC(=O)OC(C)(C)C)O)O)OC(=O)C6=CC=CC=C6)(CO4)OC(=O)C)OC)C)OC. Drug 2: CC1=C(C(CCC1)(C)C)C=CC(=CC=CC(=CC(=O)O)C)C. Cell line: SW-620. Synergy scores: CSS=34.1, Synergy_ZIP=6.48, Synergy_Bliss=6.06, Synergy_Loewe=-28.2, Synergy_HSA=3.67.